From a dataset of Catalyst prediction with 721,799 reactions and 888 catalyst types from USPTO. Predict which catalyst facilitates the given reaction. The catalyst class is: 7. Product: [F:41][C:11]1[CH:10]=[C:9]([C:4]2[C:3]([C:1]#[N:2])=[CH:8][CH:7]=[CH:6][CH:5]=2)[CH:14]=[CH:13][C:12]=1[CH2:15][C:16]1[C:21](=[O:22])[N:20]([C:23]2[CH:36]=[CH:35][C:26]([O:27][C:28]([CH3:33])([CH3:34])[CH2:29][OH:30])=[CH:25][CH:24]=2)[C:19]([CH3:37])=[N:18][C:17]=1[CH2:38][CH2:39][CH3:40]. Reactant: [C:1]([C:3]1[CH:8]=[CH:7][CH:6]=[CH:5][C:4]=1[C:9]1[CH:14]=[CH:13][C:12]([CH2:15][C:16]2[C:21](=[O:22])[N:20]([C:23]3[CH:36]=[CH:35][C:26]([O:27][C:28]([CH3:34])([CH3:33])[C:29](OC)=[O:30])=[CH:25][CH:24]=3)[C:19]([CH3:37])=[N:18][C:17]=2[CH2:38][CH2:39][CH3:40])=[C:11]([F:41])[CH:10]=1)#[N:2].[BH4-].[Li+].C(OCC)(=O)C.O.